Predict the product of the given reaction. From a dataset of Forward reaction prediction with 1.9M reactions from USPTO patents (1976-2016). (1) Given the reactants [C:1]([O:5][C:6]([N:8]1[CH2:13][CH2:12][CH:11]([OH:14])[CH2:10][CH2:9]1)=[O:7])([CH3:4])([CH3:3])[CH3:2].[H-].[Na+].Br[CH:18]([CH3:22])[C:19]([OH:21])=[O:20], predict the reaction product. The product is: [C:1]([O:5][C:6]([N:8]1[CH2:13][CH2:12][CH:11]([O:14][CH:18]([C:19]([OH:21])=[O:20])[CH3:22])[CH2:10][CH2:9]1)=[O:7])([CH3:4])([CH3:2])[CH3:3]. (2) Given the reactants [F:1][C:2]1([F:23])[CH2:7][CH2:6][CH:5]([NH:8][C:9]2[CH:19]=[CH:18][C:12]([C:13]([O:15][CH2:16][CH3:17])=[O:14])=[CH:11][C:10]=2[N+:20]([O-])=O)[CH2:4][CH2:3]1.[H][H], predict the reaction product. The product is: [NH2:20][C:10]1[CH:11]=[C:12]([CH:18]=[CH:19][C:9]=1[NH:8][CH:5]1[CH2:4][CH2:3][C:2]([F:1])([F:23])[CH2:7][CH2:6]1)[C:13]([O:15][CH2:16][CH3:17])=[O:14].